Dataset: Reaction yield outcomes from USPTO patents with 853,638 reactions. Task: Predict the reaction yield, written as a fraction of the theoretical maximum amount of product (1.0 means a 100% yield; for example, 0.34 means a 34% yield). (1) The reactants are [F:1][CH2:2][C:3]([NH:5][C:6]12[C:24](=[O:25])[C:23]3[C:18](=[CH:19][CH:20]=[CH:21][C:22]=3[N+:26]([O-])=O)[C:7]1([OH:29])[O:8][C:9]1[CH:14]=[C:13]([CH:15]([CH3:17])[CH3:16])[CH:12]=[CH:11][C:10]=12)=[O:4].O. The catalyst is Cl.C(O)C.[Fe]. The product is [NH2:26][C:22]1[CH:21]=[CH:20][CH:19]=[C:18]2[C:23]=1[C:24](=[O:25])[C:6]1([NH:5][C:3](=[O:4])[CH2:2][F:1])[C:10]3[CH:11]=[CH:12][C:13]([CH:15]([CH3:16])[CH3:17])=[CH:14][C:9]=3[O:8][C:7]12[OH:29]. The yield is 0.460. (2) The reactants are [Cr](O[Cr]([O-])(=O)=O)([O-])(=O)=O.[NH+]1C=CC=CC=1.[NH+]1C=CC=CC=1.[Br:22][C:23]1[CH:24]=[CH:25][C:26]([Cl:32])=[C:27]([CH:29]([OH:31])[CH3:30])[CH:28]=1. The catalyst is C(Cl)Cl. The product is [Br:22][C:23]1[CH:24]=[CH:25][C:26]([Cl:32])=[C:27]([C:29](=[O:31])[CH3:30])[CH:28]=1. The yield is 0.850. (3) The reactants are Br.[N+:2]([C:5]1[CH:10]=[CH:9][C:8]([CH2:11][C@@H:12]([C:14]2[N:15]=[C:16]([C:19]3[S:20][CH:21]=[CH:22][CH:23]=3)[S:17][CH:18]=2)[NH2:13])=[CH:7][CH:6]=1)([O-:4])=[O:3].CCN(CC)CC.[CH2:31]([N:38]=[C:39]=[O:40])[C:32]1[CH:37]=[CH:36][CH:35]=[CH:34][CH:33]=1. The catalyst is C(Cl)Cl. The product is [CH2:31]([NH:38][C:39]([NH:13][C@H:12]([C:14]1[N:15]=[C:16]([C:19]2[S:20][CH:21]=[CH:22][CH:23]=2)[S:17][CH:18]=1)[CH2:11][C:8]1[CH:7]=[CH:6][C:5]([N+:2]([O-:4])=[O:3])=[CH:10][CH:9]=1)=[O:40])[C:32]1[CH:37]=[CH:36][CH:35]=[CH:34][CH:33]=1. The yield is 0.960. (4) The reactants are [CH2:1]([O:8][CH2:9][CH2:10][NH:11][C:12](=[O:18])[C:13]([CH3:17])([CH3:16])[CH2:14][OH:15])[C:2]1[CH:7]=[CH:6][CH:5]=[CH:4][CH:3]=1.[NH2:19][C:20]1[CH:27]=[CH:26][CH:25]=[C:24](F)[C:21]=1[C:22]#[N:23]. No catalyst specified. The product is [NH2:19][C:20]1[C:21]([C:22]#[N:23])=[C:24]([CH:25]=[CH:26][CH:27]=1)[O:15][CH2:14][C:13]([CH3:16])([CH3:17])[C:12]([NH:11][CH2:10][CH2:9][O:8][CH2:1][C:2]1[CH:7]=[CH:6][CH:5]=[CH:4][CH:3]=1)=[O:18]. The yield is 0.820. (5) The reactants are [NH2:1][C:2]1[C:11]([N+:12]([O-])=O)=[CH:10][C:9]([Br:15])=[C:8]([O:16][CH3:17])[C:3]=1[C:4]([O:6][CH3:7])=[O:5].O.[C:19]1([C:25]([CH:27]=O)=O)[CH:24]=[CH:23][CH:22]=[CH:21][CH:20]=1. The catalyst is C(OCC)(=O)C.[Pd]. The product is [Br:15][C:9]1[C:8]([O:16][CH3:17])=[C:3]([C:4]([O:6][CH3:7])=[O:5])[C:2]2[N:1]=[C:25]([C:19]3[CH:24]=[CH:23][CH:22]=[CH:21][CH:20]=3)[CH:27]=[N:12][C:11]=2[CH:10]=1. The yield is 0.620. (6) The reactants are [F:1][C:2]1[CH:3]=[C:4]([CH:9]([OH:27])[CH:10]([CH2:16][C:17]2[CH:22]=[CH:21][C:20]([C:23]([F:26])([F:25])[F:24])=[CH:19][CH:18]=2)[C:11]([O:13]CC)=[O:12])[CH:5]=[CH:6][C:7]=1[F:8].[OH-].[Na+].Cl. The catalyst is CO. The product is [F:1][C:2]1[CH:3]=[C:4]([CH:9]([OH:27])[CH:10]([CH2:16][C:17]2[CH:22]=[CH:21][C:20]([C:23]([F:24])([F:25])[F:26])=[CH:19][CH:18]=2)[C:11]([OH:13])=[O:12])[CH:5]=[CH:6][C:7]=1[F:8]. The yield is 0.740.